This data is from Full USPTO retrosynthesis dataset with 1.9M reactions from patents (1976-2016). The task is: Predict the reactants needed to synthesize the given product. (1) The reactants are: S(Cl)([Cl:3])=O.[CH2:5]([N:7]([CH2:11]CO)[CH2:8][CH2:9]O)[CH3:6].C(=O)([O-])O.[Na+].Cl[CH2:20][Cl:21]. Given the product [Cl:3][CH2:9][CH2:8][N:7]([CH2:11][CH2:20][Cl:21])[CH2:5][CH3:6], predict the reactants needed to synthesize it. (2) Given the product [ClH:1].[CH3:25][N:22]1[CH2:23][CH2:24][N:19]([C:17]([C:14]2[CH:15]=[CH:16][C:11]([C:9]3[NH:8][C:4]4=[N:5][CH:6]=[CH:7][C:2]([C:28]5[CH:27]=[N:26][CH:31]=[CH:30][CH:29]=5)=[C:3]4[N:10]=3)=[CH:12][CH:13]=2)=[O:18])[CH2:20][CH2:21]1, predict the reactants needed to synthesize it. The reactants are: [Cl:1][C:2]1[CH:7]=[CH:6][N:5]=[C:4]2[NH:8][C:9]([C:11]3[CH:16]=[CH:15][C:14]([C:17]([N:19]4[CH2:24][CH2:23][N:22]([CH3:25])[CH2:21][CH2:20]4)=[O:18])=[CH:13][CH:12]=3)=[N:10][C:3]=12.[N:26]1[CH:31]=[CH:30][CH:29]=[C:28](B(O)O)[CH:27]=1. (3) Given the product [C:18]([O:19][CH2:2][C@H:3]([CH3:4])[CH2:9][OH:12])([CH3:17])([CH3:20])[CH3:23], predict the reactants needed to synthesize it. The reactants are: O[CH2:2][C@H:3](C)[C:4](OC)=O.[C:9]([O-:12])(O)=O.[Na+].[BH4-].[Na+].C(O)(=O)[CH2:17][C:18]([CH2:23]C(O)=O)([C:20](O)=O)[OH:19]. (4) Given the product [C:57]([O:61][C:62]([N:64]1[CH2:68][CH2:67][CH2:66][CH:65]1[C:69]1[N:70]([CH2:75][O:76][CH2:77][CH2:78][Si:79]([CH3:82])([CH3:81])[CH3:80])[CH:71]=[C:72]([N:44]2[CH:49]=[CH:50][C:125]([C:119]3[CH:124]=[CH:123][C:122]([C:15]4[N:14]([CH2:31][O:32][CH2:33][CH2:34][Si:35]([CH3:36])([CH3:37])[CH3:38])[C:13]([CH:9]5[CH2:10][CH2:11][CH2:12][N:8]5[C:6](=[O:7])[NH:96][C:97]([CH3:100])([CH3:115])[CH3:98])=[N:17][CH:16]=4)=[CH:121][CH:120]=3)=[CH:54][C:53]2=[O:39])[N:73]=1)=[O:63])([CH3:60])([CH3:59])[CH3:58], predict the reactants needed to synthesize it. The reactants are: C(O[C:6]([N:8]1[CH2:12][CH2:11][CH2:10][CH:9]1[C:13]1[N:14]([CH2:31][O:32][CH2:33][CH2:34][Si:35]([CH3:38])([CH3:37])[CH3:36])[C:15](C2C=CC(C3C=CNC(=O)C=3)=CC=2)=[CH:16][N:17]=1)=[O:7])(C)(C)C.[OH-:39].C([N+:44]([CH2:53][CH2:54]CC)([CH2:49][CH2:50]CC)CCCC)CCC.[C:57]([O:61][C:62]([N:64]1[CH2:68][CH2:67][CH2:66][CH:65]1[C:69]1[N:70]([CH2:75][O:76][CH2:77][CH2:78][Si:79]([CH3:82])([CH3:81])[CH3:80])[CH:71]=[C:72](Br)[N:73]=1)=[O:63])([CH3:60])([CH3:59])[CH3:58].C(OC(N1CCCC1C1[NH:96][C:97]([C:100]2C=CC(B3OC(C)(C)C(C)(C)O3)=CC=2)=[CH:98]N=1)=O)(C)(C)C.[CH3:115]Cl.[H-].[Na+].[C:119]1([CH3:125])[CH:124]=[CH:123][CH:122]=[CH:121][CH:120]=1. (5) Given the product [F:14][C:15]([F:21])([F:20])[S:16]([N:1]1[CH2:6][CH2:5][NH:4][CH2:3][CH2:2]1)(=[O:18])=[O:17], predict the reactants needed to synthesize it. The reactants are: [NH:1]1[CH2:6][CH2:5][NH:4][CH2:3][CH2:2]1.C(N(CC)CC)C.[F:14][C:15]([F:21])([F:20])[S:16](Cl)(=[O:18])=[O:17]. (6) Given the product [Cl:1][C:2]1[CH:3]=[CH:4][C:5]([N+:16]([O-:18])=[O:17])=[C:6]([C:8]2[N:30]=[C:31]3[CH2:32][CH2:33][CH:34]([C:36]([O:38][CH2:39][CH3:40])=[O:37])[N:35]3[C:10](=[O:12])[CH:9]=2)[CH:7]=1, predict the reactants needed to synthesize it. The reactants are: [Cl:1][C:2]1[CH:3]=[CH:4][C:5]([N+:16]([O-:18])=[O:17])=[C:6]([C:8](=O)[CH2:9][C:10]([O:12]CC)=O)[CH:7]=1.N12CCCN=C1CCCCC2.[NH2:30][CH:31]1[NH:35][C@H:34]([C:36]([O:38][CH2:39][CH3:40])=[O:37])[CH2:33][CH2:32]1. (7) Given the product [Br:1][C:2]1[N:3]=[CH:4][C:5]([NH2:14])=[C:6]([NH:8][CH:9]([CH2:11][CH2:12][CH3:13])[CH3:10])[CH:7]=1, predict the reactants needed to synthesize it. The reactants are: [Br:1][C:2]1[CH:7]=[C:6]([NH:8][CH:9]([CH2:11][CH2:12][CH3:13])[CH3:10])[C:5]([N+:14]([O-])=O)=[CH:4][N:3]=1. (8) Given the product [CH3:13][O:12][C:3]1[CH:4]=[CH:5][C:6]([C:8]([F:11])([F:10])[F:9])=[CH:7][C:2]=1[C:22]1[CH2:27][CH2:26][N:25]([C:28]([O:30][C:31]([CH3:34])([CH3:33])[CH3:32])=[O:29])[CH2:24][CH:23]=1, predict the reactants needed to synthesize it. The reactants are: Br[C:2]1[CH:7]=[C:6]([C:8]([F:11])([F:10])[F:9])[CH:5]=[CH:4][C:3]=1[O:12][CH3:13].CC1(C)C(C)(C)OB([C:22]2[CH2:23][CH2:24][N:25]([C:28]([O:30][C:31]([CH3:34])([CH3:33])[CH3:32])=[O:29])[CH2:26][CH:27]=2)O1.C(=O)([O-])[O-].[K+].[K+].ClCCl. (9) Given the product [C:13]1([B:29]([OH:32])[OH:30])[C:26]2[C:27]3=[C:28]4[C:23](=[CH:24][CH:25]=2)[CH:22]=[CH:21][CH:20]=[C:19]4[CH:18]=[CH:17][C:16]3=[CH:15][CH:14]=1, predict the reactants needed to synthesize it. The reactants are: [Li]CCCC.CCCCCC.Br[C:13]1[C:26]2[C:27]3=[C:28]4[C:23](=[CH:24][CH:25]=2)[CH:22]=[CH:21][CH:20]=[C:19]4[CH:18]=[CH:17][C:16]3=[CH:15][CH:14]=1.[B:29](OC)([O:32]C)[O:30]C.Cl. (10) Given the product [Sn:13]([F:7])([CH2:18][CH2:19][CH2:20][CH3:21])([CH2:14][CH2:15][CH2:16][CH3:17])[CH2:9][CH2:10][CH2:11][CH3:12], predict the reactants needed to synthesize it. The reactants are: C(CC(O)=O)#N.[F-:7].[Cs+].[CH2:9]([Sn:13](C1SC=CC=1)([CH2:18][CH2:19][CH2:20][CH3:21])[CH2:14][CH2:15][CH2:16][CH3:17])[CH2:10][CH2:11][CH3:12].ClCCl.